Predict the reaction yield, written as a fraction of the theoretical maximum amount of product (1.0 means a 100% yield; for example, 0.34 means a 34% yield). From a dataset of Reaction yield outcomes from USPTO patents with 853,638 reactions. The reactants are [C:1]([C:4]1[C:9]([CH3:10])=[CH:8][C:7]([NH:11]C(=O)C)=[CH:6][C:5]=1F)(=[O:3])[CH3:2].[ClH:16].[OH-].[Na+]. The catalyst is C(O)C. The product is [NH2:11][C:7]1[CH:8]=[C:9]([CH3:10])[C:4]([C:1](=[O:3])[CH3:2])=[C:5]([Cl:16])[CH:6]=1. The yield is 0.860.